From a dataset of Full USPTO retrosynthesis dataset with 1.9M reactions from patents (1976-2016). Predict the reactants needed to synthesize the given product. Given the product [O:1]1[C:5]2[CH:6]=[CH:7][CH:8]=[CH:9][C:4]=2[N:3]=[C:2]1[C:10]1[CH:11]=[CH:12][C:13]2[N:17]([CH:18]3[CH2:23][CH2:22][O:21][CH2:20][CH2:19]3)[C:29]([C:26]3[CH:27]=[CH:28][O:24][CH:25]=3)=[N:15][C:14]=2[CH:16]=1, predict the reactants needed to synthesize it. The reactants are: [O:1]1[C:5]2[CH:6]=[CH:7][CH:8]=[CH:9][C:4]=2[N:3]=[C:2]1[C:10]1[CH:11]=[CH:12][C:13]([NH:17][CH:18]2[CH2:23][CH2:22][O:21][CH2:20][CH2:19]2)=[C:14]([CH:16]=1)[NH2:15].[O:24]1[CH:28]=[CH:27][C:26]([CH:29]=O)=[CH:25]1.OOS([O-])=O.[K+].C(=O)([O-])[O-].[K+].[K+].